This data is from Reaction yield outcomes from USPTO patents with 853,638 reactions. The task is: Predict the reaction yield, written as a fraction of the theoretical maximum amount of product (1.0 means a 100% yield; for example, 0.34 means a 34% yield). (1) The reactants are [F:1][C:2]1[CH:3]=[CH:4][C:5]([O:10][C:11]2[CH:12]=[C:13]3[CH:19]=[N:18][NH:17][C:14]3=[CH:15][N:16]=2)=[C:6]([CH:9]=1)[C:7]#[N:8].[H-].[Na+].[CH3:22]I. The catalyst is CN(C=O)C. The product is [F:1][C:2]1[CH:3]=[CH:4][C:5]([O:10][C:11]2[CH:12]=[C:13]3[CH:19]=[N:18][N:17]([CH3:22])[C:14]3=[CH:15][N:16]=2)=[C:6]([CH:9]=1)[C:7]#[N:8]. The yield is 0.510. (2) The reactants are [C:1]([O:4][C@H:5]1[CH2:9][C@H:8]([N:10]2[C:14]3[N:15]=[CH:16][N:17]=[C:18]([CH2:19][CH2:20][C:21]4[CH:26]=[CH:25][CH:24]=[CH:23][CH:22]=4)[C:13]=3[C:12](I)=[CH:11]2)[O:7][C@@H:6]1[CH2:28][O:29][Si:30]([C:33]([CH3:36])([CH3:35])[CH3:34])([CH3:32])[CH3:31])(=[O:3])[CH3:2].CCN(C(C)C)C(C)C.[C:46]([Si:48]([CH3:51])([CH3:50])[CH3:49])#[CH:47]. The catalyst is CN(C=O)C.CCOC(C)=O.[Cu]I.Cl[Pd](Cl)([P](C1C=CC=CC=1)(C1C=CC=CC=1)C1C=CC=CC=1)[P](C1C=CC=CC=1)(C1C=CC=CC=1)C1C=CC=CC=1. The product is [C:1]([O:4][C@H:5]1[CH2:9][C@H:8]([N:10]2[C:14]3[N:15]=[CH:16][N:17]=[C:18]([CH2:19][CH2:20][C:21]4[CH:26]=[CH:25][CH:24]=[CH:23][CH:22]=4)[C:13]=3[C:12]([C:47]#[C:46][Si:48]([CH3:51])([CH3:50])[CH3:49])=[CH:11]2)[O:7][C@@H:6]1[CH2:28][O:29][Si:30]([C:33]([CH3:36])([CH3:35])[CH3:34])([CH3:32])[CH3:31])(=[O:3])[CH3:2]. The yield is 0.580. (3) The reactants are [CH3:1][O:2][C:3]([C:5]1[N:6]=[C:7]2[C:23]([N:24]3[CH2:29][CH2:28][CH2:27][O:26][C:25]3=[O:30])=[CH:22][C:21](Br)=[CH:20][N:8]2[C:9](=[O:19])[C:10]=1[O:11][CH2:12][C:13]1[CH:18]=[CH:17][CH:16]=[CH:15][CH:14]=1)=[O:4].[CH3:32][N:33]1[CH2:38][CH2:37][NH:36][CH2:35][CH2:34]1.CC1(C)C2C(=C(P(C3C=CC=CC=3)C3C=CC=CC=3)C=CC=2)OC2C(P(C3C=CC=CC=3)C3C=CC=CC=3)=CC=CC1=2.C([O-])([O-])=O.[Cs+].[Cs+]. The catalyst is O1CCOCC1.C1C=CC(/C=C/C(/C=C/C2C=CC=CC=2)=O)=CC=1.C1C=CC(/C=C/C(/C=C/C2C=CC=CC=2)=O)=CC=1.C1C=CC(/C=C/C(/C=C/C2C=CC=CC=2)=O)=CC=1.[Pd].[Pd]. The product is [CH3:1][O:2][C:3]([C:5]1[N:6]=[C:7]2[C:23]([N:24]3[CH2:29][CH2:28][CH2:27][O:26][C:25]3=[O:30])=[CH:22][C:21]([N:36]3[CH2:37][CH2:38][N:33]([CH3:32])[CH2:34][CH2:35]3)=[CH:20][N:8]2[C:9](=[O:19])[C:10]=1[O:11][CH2:12][C:13]1[CH:18]=[CH:17][CH:16]=[CH:15][CH:14]=1)=[O:4]. The yield is 0.330. (4) The reactants are [CH3:1][N:2]1[C:10]2[CH:9]=[C:8]([N:11]3[CH:16]=[CH:15][C:14]([C:17]4[N:18]=[N:19][C:20]([CH3:23])=[CH:21][CH:22]=4)=[CH:13][C:12]3=[O:24])[CH:7]=[CH:6][C:5]=2[C:4]2[CH2:25][NH:26][CH2:27][CH2:28][C:3]1=2.[C:29]1(N)C(F)=C(F)C(F)=C(N)C=1F.[ClH:41].Cl. No catalyst specified. The product is [ClH:41].[ClH:41].[CH3:29][N:26]1[CH2:27][CH2:28][C:3]2[N:2]([CH3:1])[C:10]3[CH:9]=[C:8]([N:11]4[CH:16]=[CH:15][C:14]([C:17]5[N:18]=[N:19][C:20]([CH3:23])=[CH:21][CH:22]=5)=[CH:13][C:12]4=[O:24])[CH:7]=[CH:6][C:5]=3[C:4]=2[CH2:25]1. The yield is 0.740. (5) The reactants are C([O:3][C:4](=O)[CH:5]([F:7])[F:6])C.[CH2:9]([O:11][C:12](=[O:14])[CH3:13])[CH3:10].CC[O-].[Na+].C(OCC)(=O)C.Cl. No catalyst specified. The product is [CH2:9]([O:11][C:12](=[O:14])[CH2:13][C:4](=[O:3])[CH:5]([F:7])[F:6])[CH3:10]. The yield is 0.810. (6) The reactants are Br[C:2]1[N:7]=[C:6]([NH2:8])[CH:5]=[CH:4][CH:3]=1.[CH2:9]([N:13]1[N:17]=[C:16]2[CH:18]=[CH:19][CH:20]=[CH:21][C:15]2=[N:14]1)[CH2:10][C:11]#[CH:12]. No catalyst specified. The product is [N:14]1[N:13]([CH2:9][CH2:10][C:11]#[C:12][C:2]2[N:7]=[C:6]([NH2:8])[CH:5]=[CH:4][CH:3]=2)[N:17]=[C:16]2[CH:18]=[CH:19][CH:20]=[CH:21][C:15]=12. The yield is 0.310.